Dataset: Catalyst prediction with 721,799 reactions and 888 catalyst types from USPTO. Task: Predict which catalyst facilitates the given reaction. (1) Reactant: [NH2:1][CH:2]1[CH2:7][CH2:6][CH:5]([N:8]2[C:13](=[O:14])[C:12]3[CH:15]=[C:16]([F:19])[CH:17]=[N:18][C:11]=3[N:10]([CH:20]3[CH2:25][CH2:24][S:23][CH2:22][CH2:21]3)[C:9]2=[O:26])[CH2:4][CH2:3]1.[C:27]([O:31][C:32](=[O:37])[NH:33][CH2:34][CH:35]=O)([CH3:30])([CH3:29])[CH3:28].C(O[BH-](OC(=O)C)OC(=O)C)(=O)C.[Na+]. Product: [F:19][C:16]1[CH:17]=[N:18][C:11]2[N:10]([CH:20]3[CH2:21][CH2:22][S:23][CH2:24][CH2:25]3)[C:9](=[O:26])[N:8]([C@@H:5]3[CH2:6][CH2:7][C@H:2]([NH:1][CH2:35][CH2:34][NH:33][C:32](=[O:37])[O:31][C:27]([CH3:30])([CH3:29])[CH3:28])[CH2:3][CH2:4]3)[C:13](=[O:14])[C:12]=2[CH:15]=1. The catalyst class is: 26. (2) Reactant: [C:1]([C:3]1[C@@H:8]([C:9]2[CH:14]=[CH:13][C:12]([C:15]#[N:16])=[CH:11][CH:10]=2)[N:7]2[N:17]=[C:18]([S:20](Cl)(=[O:22])=[O:21])[N:19]=[C:6]2[N:5]([C:24]2[CH:29]=[CH:28][CH:27]=[C:26]([C:30]([F:33])([F:32])[F:31])[CH:25]=2)[C:4]=1[CH3:34])#[N:2].CN.[CH2:37]([N:39](CC)CC)C. Product: [C:1]([C:3]1[C@@H:8]([C:9]2[CH:14]=[CH:13][C:12]([C:15]#[N:16])=[CH:11][CH:10]=2)[N:7]2[N:17]=[C:18]([S:20]([NH:39][CH3:37])(=[O:22])=[O:21])[N:19]=[C:6]2[N:5]([C:24]2[CH:29]=[CH:28][CH:27]=[C:26]([C:30]([F:33])([F:32])[F:31])[CH:25]=2)[C:4]=1[CH3:34])#[N:2]. The catalyst class is: 1. (3) Reactant: [O:1]1[C:5]2[CH:6]=[CH:7][C:8]([C:10]3[S:11][CH:12]=[C:13]([C:15]([OH:17])=O)[N:14]=3)=[CH:9][C:4]=2[CH2:3][CH2:2]1.[NH2:18][C:19]1[S:20][CH:21]=[CH:22][N:23]=1.F[P-](F)(F)(F)(F)F.N1(OC(N(C)C)=[N+](C)C)C2C=CC=CC=2N=N1.C(N(CC)C(C)C)(C)C. Product: [O:1]1[C:5]2[CH:6]=[CH:7][C:8]([C:10]3[S:11][CH:12]=[C:13]([C:15]([NH:18][C:19]4[S:20][CH:21]=[CH:22][N:23]=4)=[O:17])[N:14]=3)=[CH:9][C:4]=2[CH2:3][CH2:2]1. The catalyst class is: 546. (4) Reactant: F[C:2]1[CH:3]=[C:4]([C:11]2[CH:16]=[CH:15][CH:14]=[CH:13][CH:12]=2)[CH:5]=[CH:6][C:7]=1[N+:8]([O-:10])=[O:9].[CH3:17][O:18][C:19]1[CH:24]=[CH:23][C:22]([OH:25])=[CH:21][CH:20]=1.C([O-])([O-])=O.[Cs+].[Cs+]. Product: [CH3:17][O:18][C:19]1[CH:24]=[CH:23][C:22]([O:25][C:2]2[CH:3]=[C:4]([C:11]3[CH:16]=[CH:15][CH:14]=[CH:13][CH:12]=3)[CH:5]=[CH:6][C:7]=2[N+:8]([O-:10])=[O:9])=[CH:21][CH:20]=1. The catalyst class is: 3.